This data is from Catalyst prediction with 721,799 reactions and 888 catalyst types from USPTO. The task is: Predict which catalyst facilitates the given reaction. (1) Reactant: [NH2:1][C:2]1[CH:3]=[C:4]2[C:9](=[CH:10][CH:11]=1)[C:8](=O)[CH2:7][CH2:6][CH2:5]2.Cl.[NH2:14][OH:15].C([O-])(=O)C.[Na+]. Product: [NH2:1][C:2]1[CH:3]=[C:4]2[C:9](=[CH:10][CH:11]=1)[C:8](=[N:14][OH:15])[CH2:7][CH2:6][CH2:5]2. The catalyst class is: 40. (2) Reactant: [C:1]([N:4]1[C:8]2[N:9]=[CH:10][CH:11]=[C:12]([C:13]#[N:14])[C:7]=2[CH:6]=[CH:5]1)(=[O:3])[CH3:2].CCN(CC)CC. Product: [NH2:14][CH2:13][C:12]1[CH:11]=[CH:10][N:9]=[C:8]2[N:4]([C:1](=[O:3])[CH3:2])[CH:5]=[CH:6][C:7]=12. The catalyst class is: 256. (3) Reactant: CC(C)([O-])C.[K+].[F:7][C:8]1[CH:9]=[C:10]([OH:14])[CH:11]=[CH:12][CH:13]=1.Cl[C:16]1[CH:17]=[CH:18][C:19]([N+:31]([O-:33])=[O:32])=[C:20]([CH2:22][NH:23][C:24](=[O:30])[O:25][C:26]([CH3:29])([CH3:28])[CH3:27])[CH:21]=1. Product: [C:26]([O:25][C:24](=[O:30])[NH:23][CH2:22][C:20]1[CH:21]=[C:16]([O:14][C:10]2[CH:11]=[CH:12][CH:13]=[C:8]([F:7])[CH:9]=2)[CH:17]=[CH:18][C:19]=1[N+:31]([O-:33])=[O:32])([CH3:29])([CH3:27])[CH3:28]. The catalyst class is: 722. (4) Reactant: [N+:1]([C:4]1[CH:5]=[N:6][C:7]([NH2:10])=[N:8][CH:9]=1)([O-:3])=[O:2].[C:11]([O:15][C:16]([N:18]1[CH2:23][CH2:22][N:21]([C:24](=[O:32])[C:25]2[CH:30]=[CH:29][C:28](Br)=[CH:27][CH:26]=2)[CH2:20][CH2:19]1)=[O:17])([CH3:14])([CH3:13])[CH3:12].CC1(C)C2C(=C(P(C3C=CC=CC=3)C3C=CC=CC=3)C=CC=2)OC2C(P(C3C=CC=CC=3)C3C=CC=CC=3)=CC=CC1=2.CC(C)([O-])C.[K+]. Product: [C:11]([O:15][C:16]([N:18]1[CH2:23][CH2:22][N:21]([C:24](=[O:32])[C:25]2[CH:26]=[CH:27][C:28]([NH:10][C:7]3[N:8]=[CH:9][C:4]([N+:1]([O-:3])=[O:2])=[CH:5][N:6]=3)=[CH:29][CH:30]=2)[CH2:20][CH2:19]1)=[O:17])([CH3:14])([CH3:12])[CH3:13]. The catalyst class is: 231. (5) Reactant: [Li]CCCC.[CH3:6][C:7]#[N:8].[Cl:9][C:10]1[CH:15]=[CH:14][C:13]([C:16]([C:18]2[CH:23]=[CH:22][C:21]([I:24])=[CH:20][CH:19]=2)=[O:17])=[CH:12][CH:11]=1.[NH4+].[Cl-]. Product: [Cl:9][C:10]1[CH:11]=[CH:12][C:13]([C:16]([OH:17])([C:18]2[CH:23]=[CH:22][C:21]([I:24])=[CH:20][CH:19]=2)[CH2:6][C:7]#[N:8])=[CH:14][CH:15]=1. The catalyst class is: 1. (6) Product: [CH2:9]([N:1]([CH2:2][C:3]1[CH:8]=[CH:7][CH:6]=[CH:5][CH:4]=1)[CH:23]([CH3:24])/[CH:22]=[CH:21]/[C:19]([O:18][CH2:17][CH3:16])=[O:20])[C:10]1[CH:15]=[CH:14][CH:13]=[CH:12][CH:11]=1. Reactant: [NH:1]([CH2:9][C:10]1[CH:15]=[CH:14][CH:13]=[CH:12][CH:11]=1)[CH2:2][C:3]1[CH:8]=[CH:7][CH:6]=[CH:5][CH:4]=1.[CH3:16][CH2:17][O:18][C:19]([CH3:21])=[O:20].[CH3:22][CH2:23][CH2:24]CCCC. The catalyst class is: 707.